The task is: Predict the reaction yield, written as a fraction of the theoretical maximum amount of product (1.0 means a 100% yield; for example, 0.34 means a 34% yield).. This data is from Reaction yield outcomes from USPTO patents with 853,638 reactions. The reactants are [CH3:1][C:2]1[C:6]([CH2:7][N:8]2[CH:12]=[C:11]([N:13]3[C:17](=[O:18])[CH:16]([CH3:19])[NH:15][C:14]3=[O:20])[CH:10]=[N:9]2)=[C:5]([CH3:21])[O:4][N:3]=1.[CH2:22](Br)[C:23]1[CH:28]=[CH:27][CH:26]=[CH:25][CH:24]=1. No catalyst specified. The product is [CH2:22]([N:15]1[CH:16]([CH3:19])[C:17](=[O:18])[N:13]([C:11]2[CH:10]=[N:9][N:8]([CH2:7][C:6]3[C:2]([CH3:1])=[N:3][O:4][C:5]=3[CH3:21])[CH:12]=2)[C:14]1=[O:20])[C:23]1[CH:28]=[CH:27][CH:26]=[CH:25][CH:24]=1. The yield is 0.500.